Dataset: Peptide-MHC class I binding affinity with 185,985 pairs from IEDB/IMGT. Task: Regression. Given a peptide amino acid sequence and an MHC pseudo amino acid sequence, predict their binding affinity value. This is MHC class I binding data. (1) The peptide sequence is KTKDYVNGL. The MHC is HLA-A68:01 with pseudo-sequence HLA-A68:01. The binding affinity (normalized) is 0. (2) The MHC is HLA-A33:01 with pseudo-sequence HLA-A33:01. The peptide sequence is IFREIASSMK. The binding affinity (normalized) is 0.432. (3) The peptide sequence is SCRVKLSAL. The MHC is HLA-A69:01 with pseudo-sequence HLA-A69:01. The binding affinity (normalized) is 0.0847. (4) The peptide sequence is KLMALELFK. The MHC is HLA-B57:01 with pseudo-sequence HLA-B57:01. The binding affinity (normalized) is 0.0847. (5) The peptide sequence is NTLSERISSK. The MHC is HLA-A31:01 with pseudo-sequence HLA-A31:01. The binding affinity (normalized) is 0.330. (6) The peptide sequence is PTTTYTLEY. The MHC is HLA-A01:01 with pseudo-sequence HLA-A01:01. The binding affinity (normalized) is 0.751.